Dataset: Full USPTO retrosynthesis dataset with 1.9M reactions from patents (1976-2016). Task: Predict the reactants needed to synthesize the given product. (1) Given the product [CH3:56][O:55][CH2:54][C:51]1[CH:50]=[C:47]([C:48]#[N:49])[C:46]([C:1]2[CH:6]=[CH:5][CH:4]=[CH:3][CH:2]=2)=[CH:53][CH:52]=1, predict the reactants needed to synthesize it. The reactants are: [C:1]1(B(O)O)[CH:6]=[CH:5][CH:4]=[CH:3][CH:2]=1.C(=O)([O-])[O-].[Cs+].[Cs+].C1(P(C2CCCCC2)C2C=CC=CC=2C2C(OC)=CC=CC=2OC)CCCCC1.Br[C:46]1[CH:53]=[CH:52][C:51]([CH2:54][O:55][CH3:56])=[CH:50][C:47]=1[C:48]#[N:49]. (2) Given the product [OH:9][C@H:8]1[CH2:7][CH2:6][N:5]([CH2:10][C:11]2[CH:16]=[CH:15][CH:14]=[CH:13][CH:12]=2)[CH2:4][C@H:3]1[CH2:2][NH:1][C:22](=[O:23])[O:24][C:25]([CH3:28])([CH3:27])[CH3:26], predict the reactants needed to synthesize it. The reactants are: [NH2:1][CH2:2][C@H:3]1[C@@H:8]([OH:9])[CH2:7][CH2:6][N:5]([CH2:10][C:11]2[CH:16]=[CH:15][CH:14]=[CH:13][CH:12]=2)[CH2:4]1.C(=O)(O)[O-].[Na+].[C:22](O[C:22]([O:24][C:25]([CH3:28])([CH3:27])[CH3:26])=[O:23])([O:24][C:25]([CH3:28])([CH3:27])[CH3:26])=[O:23].O. (3) Given the product [F:30][C:18]1[CH:17]=[C:16]([O:15][CH2:14][CH:11]2[CH2:10][CH2:9][NH:8][CH2:13][CH2:12]2)[C:28]([CH3:29])=[CH:27][C:19]=1[C:20]([O:22][C:23]([CH3:26])([CH3:25])[CH3:24])=[O:21], predict the reactants needed to synthesize it. The reactants are: C([N:8]1[CH2:13][CH2:12][CH:11]([CH2:14][O:15][C:16]2[C:28]([CH3:29])=[CH:27][C:19]([C:20]([O:22][C:23]([CH3:26])([CH3:25])[CH3:24])=[O:21])=[C:18]([F:30])[CH:17]=2)[CH2:10][CH2:9]1)C1C=CC=CC=1.C([O-])=O.[NH4+]. (4) Given the product [C:34]([O:38][C:39](=[O:40])[NH:1][CH:2]([CH2:17][N:18]1[CH2:19][CH2:20][CH:21]([OH:24])[CH2:22][CH2:23]1)[C:3]([N:5]1[CH2:10][CH2:9][CH:8]([N:11]2[CH2:16][CH2:15][CH2:14][CH2:13][CH2:12]2)[CH2:7][CH2:6]1)=[O:4])([CH3:37])([CH3:36])[CH3:35], predict the reactants needed to synthesize it. The reactants are: [NH2:1][CH:2]([CH2:17][N:18]1[CH2:23][CH2:22][CH:21]([OH:24])[CH2:20][CH2:19]1)[C:3]([N:5]1[CH2:10][CH2:9][CH:8]([N:11]2[CH2:16][CH2:15][CH2:14][CH2:13][CH2:12]2)[CH2:7][CH2:6]1)=[O:4].C(N(C(C)C)CC)(C)C.[C:34]([O:38][C:39](O[C:39]([O:38][C:34]([CH3:37])([CH3:36])[CH3:35])=[O:40])=[O:40])([CH3:37])([CH3:36])[CH3:35]. (5) Given the product [C:35]([C:37]1[CH:42]=[CH:41][C:40]([C:30]2[C:29]([O:32][CH2:33][CH3:34])=[CH:28][C:6]([CH2:7][N:8]3[CH2:11][C:10]4([CH2:15][C:14]([N:16]5[CH2:17][CH2:18][C:19]([CH3:27])([C:22]([OH:24])=[O:23])[CH2:20][CH2:21]5)=[N:13][O:12]4)[CH2:9]3)=[CH:5][C:4]=2[CH:1]2[CH2:2][CH2:3]2)=[CH:39][C:38]=1[F:46])#[N:36], predict the reactants needed to synthesize it. The reactants are: [CH:1]1([C:4]2[CH:5]=[C:6]([CH:28]=[C:29]([O:32][CH2:33][CH3:34])[C:30]=2I)[CH2:7][N:8]2[CH2:11][C:10]3([CH2:15][C:14]([N:16]4[CH2:21][CH2:20][C:19]([CH3:27])([C:22]([O:24]CC)=[O:23])[CH2:18][CH2:17]4)=[N:13][O:12]3)[CH2:9]2)[CH2:3][CH2:2]1.[C:35]([C:37]1[CH:42]=[CH:41][C:40](B(O)O)=[CH:39][C:38]=1[F:46])#[N:36]. (6) Given the product [NH2:3][CH2:12][C:13]1[C:14]([CH2:33][C:34]2[NH:38][C:37]3[CH:39]=[CH:40][C:41]([C:43]#[N:44])=[CH:42][C:36]=3[N:35]=2)=[C:15]2[C:19](=[C:20]([CH3:22])[CH:21]=1)[NH:18][CH:17]=[CH:16]2, predict the reactants needed to synthesize it. The reactants are: O=C1C2C(=CC=CC=2)C(=O)[N:3]1[CH2:12][C:13]1[C:14]([CH2:33][C:34]2[NH:38][C:37]3[CH:39]=[CH:40][C:41]([C:43]#[N:44])=[CH:42][C:36]=3[N:35]=2)=[C:15]2[C:19](=[C:20]([CH3:22])[CH:21]=1)[N:18](S(C1C=CC(C)=CC=1)(=O)=O)[CH:17]=[CH:16]2.O.NN.[OH-].[K+]. (7) Given the product [F:28][CH:2]([F:1])[O:3][C:4]1[CH:9]=[CH:8][CH:7]=[CH:6][C:5]=1[NH:10][S:11]([C:14]1[CH:19]=[CH:18][C:17]([O:20][CH3:21])=[C:16]([N:22]2[CH2:27][CH2:26][N:25]([C:36]([O:38][C:39]([CH3:42])([CH3:41])[CH3:40])=[O:37])[CH2:24][CH2:23]2)[CH:15]=1)(=[O:12])=[O:13], predict the reactants needed to synthesize it. The reactants are: [F:1][CH:2]([F:28])[O:3][C:4]1[CH:9]=[CH:8][CH:7]=[CH:6][C:5]=1[NH:10][S:11]([C:14]1[CH:19]=[CH:18][C:17]([O:20][CH3:21])=[C:16]([N:22]2[CH2:27][CH2:26][NH:25][CH2:24][CH2:23]2)[CH:15]=1)(=[O:13])=[O:12].C(N(CC)CC)C.[C:36](O[C:36]([O:38][C:39]([CH3:42])([CH3:41])[CH3:40])=[O:37])([O:38][C:39]([CH3:42])([CH3:41])[CH3:40])=[O:37]. (8) Given the product [C:1]([O:5][C:6]([N:8]1[CH2:12][CH2:11][C@H:10]([N:13]([CH3:21])[CH:14]2[CH2:19][CH2:18][N:17]([CH3:20])[CH2:16][CH2:15]2)[CH2:9]1)=[O:7])([CH3:4])([CH3:3])[CH3:2], predict the reactants needed to synthesize it. The reactants are: [C:1]([O:5][C:6]([N:8]1[CH2:12][CH2:11][C@H:10]([NH:13][CH:14]2[CH2:19][CH2:18][N:17]([CH3:20])[CH2:16][CH2:15]2)[CH2:9]1)=[O:7])([CH3:4])([CH3:3])[CH3:2].[CH2:21]=O. (9) Given the product [Cl:1][C:2]1[C:6]([Cl:7])=[C:5]([CH3:8])[NH:4][C:3]=1[C:9]([NH:11][CH:12]1[CH2:13][CH2:14][N:15]([C:18]2[N:23]=[C:22]([N:24]3[CH2:29][CH2:28][O:27][CH2:26][CH2:25]3)[N:21]=[C:20]([C:30]([NH:36][O:34][CH3:35])=[O:31])[CH:19]=2)[CH2:16][CH2:17]1)=[O:10], predict the reactants needed to synthesize it. The reactants are: [Cl:1][C:2]1[C:6]([Cl:7])=[C:5]([CH3:8])[NH:4][C:3]=1[C:9]([NH:11][CH:12]1[CH2:17][CH2:16][N:15]([C:18]2[N:23]=[C:22]([N:24]3[CH2:29][CH2:28][O:27][CH2:26][CH2:25]3)[N:21]=[C:20]([C:30](O)=[O:31])[CH:19]=2)[CH2:14][CH2:13]1)=[O:10].Cl.[O:34]([NH2:36])[CH3:35].